From a dataset of Full USPTO retrosynthesis dataset with 1.9M reactions from patents (1976-2016). Predict the reactants needed to synthesize the given product. (1) Given the product [F:1][C:2]1[CH:9]=[CH:8][CH:7]=[C:6]([I:10])[C:3]=1[CH:4]1[O:18][CH2:23][CH2:22][CH2:28][O:5]1, predict the reactants needed to synthesize it. The reactants are: [F:1][C:2]1[CH:9]=[CH:8][CH:7]=[C:6]([I:10])[C:3]=1[CH:4]=[O:5].C1(C)C=CC(S(O)(=O)=[O:18])=CC=1.[C:22]1([CH3:28])C=CC=C[CH:23]=1. (2) Given the product [CH2:51]([N:53]1[CH2:58][CH2:57][N:56]([C:21]([C:20]2[CH:24]=[CH:25][C:17]([NH:16][C:14]3[CH:13]=[N:12][CH:11]=[C:10]([C:2]4[NH:1][C:9]5[C:4]([CH:3]=4)=[CH:5][CH:6]=[CH:7][CH:8]=5)[N:15]=3)=[N:18][CH:19]=2)=[O:23])[CH2:55][CH2:54]1)[CH3:52], predict the reactants needed to synthesize it. The reactants are: [NH:1]1[C:9]2[C:4](=[CH:5][CH:6]=[CH:7][CH:8]=2)[CH:3]=[C:2]1[C:10]1[N:15]=[C:14]([NH:16][C:17]2[CH:25]=[CH:24][C:20]([C:21]([OH:23])=O)=[CH:19][N:18]=2)[CH:13]=[N:12][CH:11]=1.CCN(CC)CC.C(P1(=O)OP(=O)(CCC)OP(=O)(CCC)O1)CC.[CH2:51]([N:53]1[CH2:58][CH2:57][NH:56][CH2:55][CH2:54]1)[CH3:52]. (3) The reactants are: [CH:1]([C:3]1[CH:8]=[CH:7][N:6]=[CH:5][CH:4]=1)=[CH2:2].[NH2:9][C:10]1[CH:11]=[C:12]2[C:16](=[CH:17][CH:18]=1)[NH:15][CH:14]=[CH:13]2.[Na]. Given the product [NH2:9][C:10]1[CH:11]=[C:12]2[C:16](=[CH:17][CH:18]=1)[N:15]([CH2:2][CH2:1][C:3]1[CH:8]=[CH:7][N:6]=[CH:5][CH:4]=1)[CH:14]=[CH:13]2, predict the reactants needed to synthesize it. (4) Given the product [NH2:29][C:22]([C:21]1[CH:20]=[CH:19][C:18]([N:16]2[CH:15]=[C:12]3[C:11]([CH2:10][CH2:9][N:8]([C:6]([O:5][C:2]([CH3:3])([CH3:1])[CH3:4])=[O:7])[CH2:14][CH2:13]3)=[N:17]2)=[CH:26][CH:25]=1)=[O:23], predict the reactants needed to synthesize it. The reactants are: [CH3:1][C:2]([O:5][C:6]([N:8]1[CH2:14][CH2:13][C:12]2=[CH:15][N:16]([C:18]3[CH:26]=[CH:25][C:21]([C:22](O)=[O:23])=[CH:20][CH:19]=3)[N:17]=[C:11]2[CH2:10][CH2:9]1)=[O:7])([CH3:4])[CH3:3].O=C(N1C=CN=C1)[N:29]1C=CN=C1.N. (5) The reactants are: [CH:1]1([C:7]2[NH:11][C:10](=[O:12])/[C:9](=[CH:13]/[C:14]3[C:22]4[C:17](=[N:18][CH:19]=[CH:20][CH:21]=4)[NH:16][CH:15]=3)/[N:8]=2)[CH2:6][CH2:5][CH2:4][CH2:3][CH2:2]1.[CH:23]1([C:29]2[NH:33][C:32](=[O:34])[C:31](=[CH:35][C:36]3[C:44]4[C:39](=[N:40][CH:41]=[CH:42][CH:43]=4)[NH:38][CH:37]=3)[N:30]=2)[CH2:28][CH2:27][CH2:26][CH2:25][CH2:24]1. Given the product [CH:1]1([C:7]2[NH:11][C:10](=[O:12])[CH2:9][N:8]=2)[CH2:2][CH2:3][CH2:4][CH2:5][CH2:6]1.[NH:16]1[C:17]2=[N:18][CH:19]=[CH:20][CH:21]=[C:22]2[C:14]([CH:13]=[O:34])=[CH:15]1.[CH:23]1([C:29]2[NH:33][C:32](=[O:34])/[C:31](=[CH:35]/[C:36]3[C:44]4[C:39](=[N:40][CH:41]=[CH:42][CH:43]=4)[NH:38][CH:37]=3)/[N:30]=2)[CH2:24][CH2:25][CH2:26][CH2:27][CH2:28]1, predict the reactants needed to synthesize it. (6) Given the product [NH2:1][C:2]1[CH:9]=[CH:8][CH:7]=[C:6]([Cl:10])[C:3]=1[CH:4]([CH:11]1[CH2:15][CH2:14][CH2:13][CH2:12]1)[OH:5], predict the reactants needed to synthesize it. The reactants are: [NH2:1][C:2]1[CH:9]=[CH:8][CH:7]=[C:6]([Cl:10])[C:3]=1[CH:4]=[O:5].[CH:11]1([Mg]Br)[CH2:15][CH2:14][CH2:13][CH2:12]1. (7) Given the product [Si:29]([O:28][C:21]([CH3:27])([CH2:22][CH2:23][CH2:24][CH2:25][CH3:26])/[CH:20]=[CH:19]/[C@@H:11]1[C@@H:12]2[C@@H:13]([O:14][C:15](=[O:17])[CH2:16]2)[CH2:18][C@H:10]1[OH:9])([C:42]([CH3:44])([CH3:45])[CH3:43])([C:36]1[CH:41]=[CH:40][CH:39]=[CH:38][CH:37]=1)[C:30]1[CH:35]=[CH:34][CH:33]=[CH:32][CH:31]=1, predict the reactants needed to synthesize it. The reactants are: C([O:9][C@@H:10]1[CH2:18][C@@H:13]2[O:14][C:15](=[O:17])[CH2:16][C@@H:12]2[C@H:11]1/[CH:19]=[CH:20]/[C:21]([O:28][Si:29]([C:42]([CH3:45])([CH3:44])[CH3:43])([C:36]1[CH:41]=[CH:40][CH:39]=[CH:38][CH:37]=1)[C:30]1[CH:35]=[CH:34][CH:33]=[CH:32][CH:31]=1)([CH3:27])[CH2:22][CH2:23][CH2:24][CH2:25][CH3:26])(=O)C1C=CC=CC=1.C(=O)([O-])[O-].[K+].[K+].